This data is from Reaction yield outcomes from USPTO patents with 853,638 reactions. The task is: Predict the reaction yield, written as a fraction of the theoretical maximum amount of product (1.0 means a 100% yield; for example, 0.34 means a 34% yield). (1) The reactants are C([Si](C)(C)[O:6][C:7]1[CH:8]=[C:9]([NH:13][C:14](=[O:32])[C:15]2[CH:20]=[CH:19][CH:18]=[C:17]([O:21][C:22]3[CH:27]=[CH:26][C:25]([Cl:28])=[CH:24][C:23]=3[N+:29]([O-:31])=[O:30])[CH:16]=2)[CH:10]=[CH:11][CH:12]=1)(C)(C)C.[F-].C([N+](CCCC)(CCCC)CCCC)CCC.O. The catalyst is C1COCC1. The product is [Cl:28][C:25]1[CH:26]=[CH:27][C:22]([O:21][C:17]2[CH:16]=[C:15]([CH:20]=[CH:19][CH:18]=2)[C:14]([NH:13][C:9]2[CH:10]=[CH:11][CH:12]=[C:7]([OH:6])[CH:8]=2)=[O:32])=[C:23]([N+:29]([O-:31])=[O:30])[CH:24]=1. The yield is 0.860. (2) The reactants are [CH3:1][CH:2]([CH3:11])[CH2:3][CH2:4][N:5]1[CH2:10][CH2:9][NH:8][CH2:7][CH2:6]1.[Cl:12][C:13]1[N:18]=[CH:17][C:16]([S:19](Cl)(=[O:21])=[O:20])=[CH:15][CH:14]=1.Cl. The catalyst is C(Cl)Cl. The product is [Cl:12][C:13]1[N:18]=[CH:17][C:16]([S:19]([N:8]2[CH2:9][CH2:10][N:5]([CH2:4][CH2:3][CH:2]([CH3:11])[CH3:1])[CH2:6][CH2:7]2)(=[O:21])=[O:20])=[CH:15][CH:14]=1. The yield is 0.830. (3) The reactants are [CH3:1][O:2][C:3]1[C:8]([N+:9]([O-])=O)=[C:7]([O:12][CH3:13])[N:6]=[C:5]([NH:14][CH2:15][CH:16]2[O:21][CH2:20][CH2:19][N:18]([C:22]([O:24][C:25]([CH3:28])([CH3:27])[CH3:26])=[O:23])[CH2:17]2)[N:4]=1. The catalyst is C(O)C. The product is [NH2:9][C:8]1[C:3]([O:2][CH3:1])=[N:4][C:5]([NH:14][CH2:15][CH:16]2[O:21][CH2:20][CH2:19][N:18]([C:22]([O:24][C:25]([CH3:26])([CH3:27])[CH3:28])=[O:23])[CH2:17]2)=[N:6][C:7]=1[O:12][CH3:13]. The yield is 0.910. (4) The reactants are C1(S([N:10]2[C:18]3[C:13](=[CH:14][CH:15]=[C:16]([F:19])[CH:17]=3)[C:12]([C:20]3[CH:21]=[CH:22][C:23]4[O:27][C:26]([CH2:28][N:29](C(OC(C)(C)C)=O)[C:30](=[O:36])[O:31][C:32]([CH3:35])([CH3:34])[CH3:33])=[N:25][C:24]=4[CH:44]=3)=[CH:11]2)(=O)=O)C=CC=CC=1.[OH-].[Na+]. The catalyst is CO. The product is [C:32]([O:31][C:30](=[O:36])[NH:29][CH2:28][C:26]1[O:27][C:23]2[CH:22]=[CH:21][C:20]([C:12]3[C:13]4[C:18](=[CH:17][C:16]([F:19])=[CH:15][CH:14]=4)[NH:10][CH:11]=3)=[CH:44][C:24]=2[N:25]=1)([CH3:35])([CH3:33])[CH3:34]. The yield is 0.900. (5) The reactants are [OH:1][C:2]1[CH:19]=[C:18]2[C:5]([C@@:6]3([CH3:25])[C@H:15]([CH2:16][S:17]2(=[O:21])=[O:20])[C@:14]2([CH3:22])[C@H:9]([C:10]([CH3:24])([CH3:23])[CH2:11][CH2:12][CH2:13]2)[CH2:8][CH2:7]3)=[C:4]([C:26]([NH:28][CH2:29][C:30]([O:32]C)=[O:31])=[O:27])[CH:3]=1.O[Li].O. The catalyst is CO.O. The product is [OH:1][C:2]1[CH:19]=[C:18]2[C:5]([C@@:6]3([CH3:25])[C@H:15]([CH2:16][S:17]2(=[O:21])=[O:20])[C@:14]2([CH3:22])[C@H:9]([C:10]([CH3:23])([CH3:24])[CH2:11][CH2:12][CH2:13]2)[CH2:8][CH2:7]3)=[C:4]([C:26]([NH:28][CH2:29][C:30]([OH:32])=[O:31])=[O:27])[CH:3]=1. The yield is 0.720. (6) The catalyst is C1COCC1. The product is [N:6]1[C:7]2[C:12](=[CH:11][CH:10]=[CH:9][CH:8]=2)[CH:13]=[CH:14][C:5]=1[C:3]1[NH:2][C:20](=[O:34])[S:21][N:4]=1. The reactants are O[NH:2][C:3]([C:5]1[CH:14]=[CH:13][C:12]2[C:7](=[CH:8][CH:9]=[CH:10][CH:11]=2)[N:6]=1)=[NH:4].C1N=CN([C:20](N2C=NC=C2)=[S:21])C=1.O.B(F)(F)F.CC[O:34]CC. The yield is 0.500. (7) The reactants are C[O:2][C:3]1[CH:4]=[C:5]([C:9]([C:11]2[CH:16]=[CH:15][CH:14]=[CH:13][CH:12]=2)=[O:10])[CH:6]=[CH:7][CH:8]=1.Br.CCOC(C)=O. The yield is 0.910. The catalyst is CC(O)=O. The product is [OH:2][C:3]1[CH:4]=[C:5]([C:9]([C:11]2[CH:16]=[CH:15][CH:14]=[CH:13][CH:12]=2)=[O:10])[CH:6]=[CH:7][CH:8]=1.